From a dataset of Reaction yield outcomes from USPTO patents with 853,638 reactions. Predict the reaction yield, written as a fraction of the theoretical maximum amount of product (1.0 means a 100% yield; for example, 0.34 means a 34% yield). (1) The reactants are [OH:1][C:2]1[CH:7]=[CH:6][C:5]([NH:8][C:9](=[O:15])[CH2:10][C:11]([CH3:14])([CH3:13])[CH3:12])=[CH:4][CH:3]=1.[I-].C[N+]1C=CN([C:23](=[O:32])[N:24]([CH3:31])[C:25]2[CH:30]=[CH:29][CH:28]=[CH:27][CH:26]=2)C=1. No catalyst specified. The product is [CH3:13][C:11]([CH3:12])([CH3:14])[CH2:10][C:9]([NH:8][C:5]1[CH:4]=[CH:3][C:2]([O:1][C:23](=[O:32])[N:24]([CH3:31])[C:25]2[CH:30]=[CH:29][CH:28]=[CH:27][CH:26]=2)=[CH:7][CH:6]=1)=[O:15]. The yield is 0.770. (2) The reactants are Br[C:2]1[S:3][C:4]2[CH:10]=[C:9]([CH3:11])[CH:8]=[C:7]([C:12]3[CH:17]=[CH:16][C:15]([F:18])=[C:14]([Cl:19])[CH:13]=3)[C:5]=2[N:6]=1.Cl.Cl.[Cl:22][C:23]1[CH:28]=[C:27]([N:29]2[CH2:34][CH2:33][CH:32]([NH2:35])[CH2:31][CH2:30]2)[CH:26]=[CH:25][N:24]=1.C(N(CC)CC)C. The catalyst is CC(N(C)C)=O.ClCCl. The product is [Cl:19][C:14]1[CH:13]=[C:12]([C:7]2[C:5]3[N:6]=[C:2]([NH:35][CH:32]4[CH2:33][CH2:34][N:29]([C:27]5[CH:26]=[CH:25][N:24]=[C:23]([Cl:22])[CH:28]=5)[CH2:30][CH2:31]4)[S:3][C:4]=3[CH:10]=[C:9]([CH3:11])[CH:8]=2)[CH:17]=[CH:16][C:15]=1[F:18]. The yield is 0.240. (3) The catalyst is [Pd].C1COCC1.CO. The reactants are [CH3:1][N:2]([C:10]1[CH:15]=[CH:14][CH:13]=[C:12]([N+:16]([O-])=O)[CH:11]=1)[C:3](=[O:9])[O:4][C:5]([CH3:8])([CH3:7])[CH3:6]. The yield is 0.910. The product is [NH2:16][C:12]1[CH:11]=[C:10]([N:2]([CH3:1])[C:3](=[O:9])[O:4][C:5]([CH3:6])([CH3:7])[CH3:8])[CH:15]=[CH:14][CH:13]=1. (4) The reactants are [C:1]([O:5][C:6]([N:8]1[CH2:13][CH2:12][CH:11]([OH:14])[CH:10]([CH2:15][N:16]=[N+:17]=[N-:18])[CH2:9]1)=[O:7])([CH3:4])([CH3:3])[CH3:2].[H-].[Na+].I[CH3:22]. The catalyst is CN(C=O)C. The product is [C:1]([O:5][C:6]([N:8]1[CH2:13][CH2:12][CH:11]([O:14][CH3:22])[CH:10]([CH2:15][N:16]=[N+:17]=[N-:18])[CH2:9]1)=[O:7])([CH3:4])([CH3:2])[CH3:3]. The yield is 0.760. (5) The reactants are [O:1]1[C:5]([C:6]([O:8][CH3:9])=[O:7])=[CH:4][CH:3]=[C:2]1[C:10]([O:12][CH3:13])=[O:11].[H][H]. The catalyst is C1COCC1.[Cr].[Co]. The product is [O:1]1[CH:5]([C:6]([O:8][CH3:9])=[O:7])[CH2:4][CH2:3][CH:2]1[C:10]([O:12][CH3:13])=[O:11]. The yield is 0.570.